Dataset: Retrosynthesis with 50K atom-mapped reactions and 10 reaction types from USPTO. Task: Predict the reactants needed to synthesize the given product. (1) The reactants are: OCc1ncccc1O. Given the product OCC1NCCCC1O, predict the reactants needed to synthesize it. (2) Given the product Cc1ncc([N+](=O)[O-])n1CCN1C(=O)C2c3cccc4cccc(c34)C2C1=O, predict the reactants needed to synthesize it. The reactants are: Cc1ncc([N+](=O)[O-])n1CCO.O=C1NC(=O)C2c3cccc4cccc(c34)C12.